This data is from Forward reaction prediction with 1.9M reactions from USPTO patents (1976-2016). The task is: Predict the product of the given reaction. (1) Given the reactants [NH2:1][C:2]1[C:3]([N+:11]([O-])=O)=[CH:4][C:5]2[O:9][CH2:8][CH2:7][C:6]=2[CH:10]=1.[H][H], predict the reaction product. The product is: [NH2:1][C:2]1[C:3]([NH2:11])=[CH:4][C:5]2[O:9][CH2:8][CH2:7][C:6]=2[CH:10]=1. (2) Given the reactants CC(OI1(OC(C)=O)(OC(C)=O)OC(=O)C2C=CC=CC1=2)=O.[OH:23][C@@H:24]1[C@@H:30]([NH:31][C:32]([C@@H:34]([NH:39][C:40]([C:42]2[O:43][C:44]3[CH:50]=[CH:49][CH:48]=[CH:47][C:45]=3[CH:46]=2)=[O:41])[CH2:35][CH:36]([CH3:38])[CH3:37])=[O:33])[CH2:29][CH2:28][C@@H:27]([CH3:51])[N:26]([S:52]([C:55]2[CH:60]=[CH:59][CH:58]=[CH:57][N:56]=2)(=[O:54])=[O:53])[CH2:25]1.O[C@H]1[C@H](NC([C@@H](NC(C2OC3C=CC=CC=3C=2)=O)CC(C)C)=O)CC[C@H](C)N(S(C2C=CC=CN=2)(=O)=O)C1, predict the reaction product. The product is: [CH3:37][CH:36]([CH3:38])[CH2:35][C@H:34]([NH:39][C:40]([C:42]1[O:43][C:44]2[CH:50]=[CH:49][CH:48]=[CH:47][C:45]=2[CH:46]=1)=[O:41])[C:32](=[O:33])[NH:31][C@H:30]1[CH2:29][CH2:28][C@@H:27]([CH3:51])[N:26]([S:52]([C:55]2[CH:60]=[CH:59][CH:58]=[CH:57][N:56]=2)(=[O:53])=[O:54])[CH2:25][C:24]1=[O:23]. (3) Given the reactants [Br:1][C:2]1[CH:11]=[C:10]2[C:5]([C:6]([OH:12])=[CH:7][CH:8]=[N:9]2)=[CH:4][CH:3]=1.[F:13][C:14]([F:27])([F:26])[S:15](O[S:15]([C:14]([F:27])([F:26])[F:13])(=[O:17])=[O:16])(=[O:17])=[O:16], predict the reaction product. The product is: [Br:1][C:2]1[CH:11]=[C:10]2[C:5]([C:6]([O:12][S:15]([C:14]([F:27])([F:26])[F:13])(=[O:17])=[O:16])=[CH:7][CH:8]=[N:9]2)=[CH:4][CH:3]=1. (4) The product is: [C:1]1([S:11]([O-:13])=[O:12])[C:10]2[C:5](=[CH:6][CH:7]=[CH:8][CH:9]=2)[CH:4]=[CH:3][CH:2]=1.[CH2:45]([N+:36]([CH2:32][CH2:33][CH2:34][CH3:35])([CH2:37][CH2:38][CH2:39][CH3:40])[CH2:41][CH2:42][CH2:43][CH3:44])[CH2:46][CH2:47][CH3:48]. Given the reactants [C:1]1([S:11](Cl)(=[O:13])=[O:12])[C:10]2[C:5](=[CH:6][CH:7]=[CH:8][CH:9]=2)[CH:4]=[CH:3][CH:2]=1.[O-]S([O-])=O.[Na+].[Na+].C([O-])(O)=O.[Na+].OS(O)(=O)=O.[OH-].[CH2:32]([N+:36]([CH2:45][CH2:46][CH2:47][CH3:48])([CH2:41][CH2:42][CH2:43][CH3:44])[CH2:37][CH2:38][CH2:39][CH3:40])[CH2:33][CH2:34][CH3:35], predict the reaction product. (5) Given the reactants Br[C:2]1[CH:11]=[CH:10][C:9]2[C:4](=[CH:5][CH:6]=[CH:7][CH:8]=2)[CH:3]=1.[Li][C:13]([CH3:16])([CH3:15])[CH3:14].Cl[C:18]1[CH:31]=[CH:30][C:29]2[C:28](=O)[C:27]3[C:22](=[CH:23][CH:24]=[CH:25][CH:26]=3)[C:21](=O)[C:20]=2[CH:19]=1, predict the reaction product. The product is: [CH3:14][C:13]1[CH:16]=[CH:23][C:24]([C:18]2[CH:31]=[CH:30][C:29]3[C:20](=[C:21]([C:31]4[CH:18]=[CH:19][C:20]5[C:29](=[CH:28][CH:27]=[CH:22][CH:21]=5)[CH:30]=4)[C:22]4[C:27]([C:28]=3[C:2]3[CH:11]=[CH:10][C:9]5[C:4](=[CH:5][CH:6]=[CH:7][CH:8]=5)[CH:3]=3)=[CH:26][CH:25]=[CH:24][CH:23]=4)[CH:19]=2)=[CH:25][CH:15]=1. (6) Given the reactants [NH2:1][CH2:2][CH2:3][CH2:4][NH:5][N:6]1[C:18]2[C:17]3[CH:16]=[CH:15][CH:14]=[CH:13][C:12]=3[N:11]=[C:10]([NH2:19])[C:9]=2[N:8]=[C:7]1[CH2:20][O:21][CH2:22][CH3:23].[CH2:24]([N:26]=[C:27]=[O:28])[CH3:25], predict the reaction product. The product is: [NH2:19][C:10]1[C:9]2[N:8]=[C:7]([CH2:20][O:21][CH2:22][CH3:23])[N:6]([NH:5][CH2:4][CH2:3][CH2:2][NH:1][C:27]([NH:26][CH2:24][CH3:25])=[O:28])[C:18]=2[C:17]2[CH:16]=[CH:15][CH:14]=[CH:13][C:12]=2[N:11]=1.